From a dataset of Full USPTO retrosynthesis dataset with 1.9M reactions from patents (1976-2016). Predict the reactants needed to synthesize the given product. Given the product [CH3:21][C:22]1[C:23]([N:28]([CH2:51][O:52][CH2:53][CH2:54][O:55][CH3:56])[S:29]([C:32]2[S:33][C:34]([CH3:50])=[CH:35][C:36]=2[C:37]2[CH:48]=[CH:47][C:40]([CH2:41][N:10]3[C:11]4[CH:16]=[C:15]([CH3:17])[N:14]=[C:13]([CH3:18])[C:12]=4[C:8]([C:5]4[CH:4]=[CH:3][C:2]([Cl:1])=[CH:7][CH:6]=4)=[N:9]3)=[CH:39][C:38]=2[CH3:49])(=[O:31])=[O:30])=[N:24][O:25][C:26]=1[CH3:27], predict the reactants needed to synthesize it. The reactants are: [Cl:1][C:2]1[CH:7]=[CH:6][C:5]([C:8]2[C:12]3[C:13]([CH3:18])=[N:14][C:15]([CH3:17])=[CH:16][C:11]=3[NH:10][N:9]=2)=[CH:4][CH:3]=1.[H-].[Na+].[CH3:21][C:22]1[C:23]([N:28]([CH2:51][O:52][CH2:53][CH2:54][O:55][CH3:56])[S:29]([C:32]2[S:33][C:34]([CH3:50])=[CH:35][C:36]=2[C:37]2[CH:48]=[CH:47][C:40]([CH2:41]OS(C)(=O)=O)=[CH:39][C:38]=2[CH3:49])(=[O:31])=[O:30])=[N:24][O:25][C:26]=1[CH3:27].O.